This data is from Full USPTO retrosynthesis dataset with 1.9M reactions from patents (1976-2016). The task is: Predict the reactants needed to synthesize the given product. Given the product [C:1]([O:5][C:6](=[O:21])[NH:7][C@H:8]1[CH2:14][NH:13][C:12]2[N:15]=[CH:16][N:17]=[CH:18][C:11]=2[NH:10][C:9]1=[O:20])([CH3:4])([CH3:2])[CH3:3], predict the reactants needed to synthesize it. The reactants are: [C:1]([O:5][C:6](=[O:21])[NH:7][C@H:8]1[CH2:14][NH:13][C:12]2[N:15]=[CH:16][N:17]=[C:18](Cl)[C:11]=2[NH:10][C:9]1=[O:20])([CH3:4])([CH3:3])[CH3:2].CO.